Task: Predict the reaction yield, written as a fraction of the theoretical maximum amount of product (1.0 means a 100% yield; for example, 0.34 means a 34% yield).. Dataset: Reaction yield outcomes from USPTO patents with 853,638 reactions The reactants are [O:1]([C:8]1[C:9]([C:18]#[N:19])=[N:10][CH:11]=[C:12]([C:14]([F:17])([F:16])[F:15])[CH:13]=1)[C:2]1[CH:7]=[CH:6][CH:5]=[CH:4][CH:3]=1.S(=O)(=O)(O)[OH:21].[OH-].[NH4+]. No catalyst specified. The product is [O:1]([C:8]1[C:9]([C:18]([NH2:19])=[O:21])=[N:10][CH:11]=[C:12]([C:14]([F:17])([F:15])[F:16])[CH:13]=1)[C:2]1[CH:3]=[CH:4][CH:5]=[CH:6][CH:7]=1. The yield is 0.843.